The task is: Predict the reactants needed to synthesize the given product.. This data is from Full USPTO retrosynthesis dataset with 1.9M reactions from patents (1976-2016). (1) Given the product [Br:1][C:2]1[CH:3]=[CH:4][C:5]2[C:9]3[CH:10]=[CH:11][C:12]([NH2:14])=[CH:13][C:8]=3[S:7](=[O:17])(=[O:18])[C:6]=2[CH:19]=1, predict the reactants needed to synthesize it. The reactants are: [Br:1][C:2]1[CH:3]=[CH:4][C:5]2[C:9]3[CH:10]=[CH:11][C:12]([N+:14]([O-])=O)=[CH:13][C:8]=3[S:7](=[O:18])(=[O:17])[C:6]=2[CH:19]=1. (2) Given the product [CH3:3][C:2]([CH3:39])([O:4][C:5](=[O:38])[NH:6][CH2:7][CH2:8][O:9][CH2:10][CH2:11][O:12][CH2:13][CH2:14][O:15][CH2:16][CH2:17][O:18][CH2:19][CH2:20][CH2:21][C:22]1[CH:23]=[C:24]([CH:35]=[CH:36][CH:37]=1)[C:25]([OH:27])=[O:26])[CH3:1], predict the reactants needed to synthesize it. The reactants are: [CH3:1][C:2]([CH3:39])([O:4][C:5](=[O:38])[NH:6][CH2:7][CH2:8][O:9][CH2:10][CH2:11][O:12][CH2:13][CH2:14][O:15][CH2:16][CH2:17][O:18][CH2:19][C:20]#[C:21][C:22]1[CH:23]=[C:24]([CH:35]=[CH:36][CH:37]=1)[C:25]([O:27]CC1C=CC=CC=1)=[O:26])[CH3:3].[H][H]. (3) Given the product [C:16]([O:9][CH2:8][CH:6]1[CH2:7][CH:3]([CH2:2][C:11]#[N:10])[CH:4]=[CH:5]1)([C:29]1[CH:34]=[CH:33][CH:32]=[CH:31][CH:30]=1)([C:23]1[CH:28]=[CH:27][CH:26]=[CH:25][CH:24]=1)[C:17]1[CH:22]=[CH:21][CH:20]=[CH:19][CH:18]=1, predict the reactants needed to synthesize it. The reactants are: O[CH2:2][CH:3]1[CH2:7][CH:6]([CH2:8][OH:9])[CH:5]=[CH:4]1.[N:10]1C=CC=C[CH:11]=1.[C:16](Cl)([C:29]1[CH:34]=[CH:33][CH:32]=[CH:31][CH:30]=1)([C:23]1[CH:28]=[CH:27][CH:26]=[CH:25][CH:24]=1)[C:17]1[CH:22]=[CH:21][CH:20]=[CH:19][CH:18]=1.O. (4) Given the product [O:31]([C:2]1[CH:24]=[CH:23][C:5]([CH2:6][N:7]2[CH:22]=[C:10]3[C:11](=[O:21])[N:12]([CH3:20])[C:13]4[N:14]([CH2:15][C:16]([CH3:19])([CH3:18])[N:17]=4)[C:9]3=[N:8]2)=[CH:4][CH:3]=1)[C:25]1[CH:30]=[CH:29][CH:28]=[CH:27][CH:26]=1, predict the reactants needed to synthesize it. The reactants are: Br[C:2]1[CH:24]=[CH:23][C:5]([CH2:6][N:7]2[CH:22]=[C:10]3[C:11](=[O:21])[N:12]([CH3:20])[C:13]4[N:14]([CH2:15][C:16]([CH3:19])([CH3:18])[N:17]=4)[C:9]3=[N:8]2)=[CH:4][CH:3]=1.[C:25]1([OH:31])[CH:30]=[CH:29][CH:28]=[CH:27][CH:26]=1.C(=O)([O-])[O-].[Cs+].[Cs+].CC(C)(C(=O)CC(=O)C(C)(C)C)C. (5) Given the product [CH3:19][O:10][C:9](=[O:11])[C:8]1[CH:12]=[C:13]([N+:16]([O-:18])=[O:17])[CH:14]=[CH:15][C:7]=1[CH3:6], predict the reactants needed to synthesize it. The reactants are: S(=O)(=O)(O)O.[CH3:6][C:7]1[CH:15]=[CH:14][C:13]([N+:16]([O-:18])=[O:17])=[CH:12][C:8]=1[C:9]([OH:11])=[O:10].[C:19](=O)(O)[O-].[Na+].